This data is from Reaction yield outcomes from USPTO patents with 853,638 reactions. The task is: Predict the reaction yield, written as a fraction of the theoretical maximum amount of product (1.0 means a 100% yield; for example, 0.34 means a 34% yield). (1) The reactants are [CH3:1][CH:2]([NH:9][CH:10]1[CH2:15][CH2:14][N:13]([CH3:16])[CH2:12][CH2:11]1)[C:3]1[CH:8]=[CH:7][CH:6]=[CH:5][CH:4]=1.[CH3:17][O:18][C:19]1[CH:24]=[CH:23][C:22]([CH2:25][C:26](Cl)=[O:27])=[CH:21][CH:20]=1. The catalyst is ClCCl. The product is [CH3:17][O:18][C:19]1[CH:24]=[CH:23][C:22]([CH2:25][C:26]([N:9]([CH:2]([CH3:1])[C:3]2[CH:8]=[CH:7][CH:6]=[CH:5][CH:4]=2)[CH:10]2[CH2:15][CH2:14][N:13]([CH3:16])[CH2:12][CH2:11]2)=[O:27])=[CH:21][CH:20]=1. The yield is 0.700. (2) The reactants are Br[C:2]1[C:3](=[O:10])[N:4]([CH3:9])[CH:5]=[C:6]([Br:8])[CH:7]=1.[NH2:11][C:12]1[CH:17]=[CH:16][CH:15]=[CH:14][N:13]=1.C(=O)([O-])[O-].[Cs+].[Cs+].CC1(C)C2C(=C(P(C3C=CC=CC=3)C3C=CC=CC=3)C=CC=2)OC2C(P(C3C=CC=CC=3)C3C=CC=CC=3)=CC=CC1=2. The catalyst is C1C=CC(/C=C/C(/C=C/C2C=CC=CC=2)=O)=CC=1.C1C=CC(/C=C/C(/C=C/C2C=CC=CC=2)=O)=CC=1.C1C=CC(/C=C/C(/C=C/C2C=CC=CC=2)=O)=CC=1.[Pd].[Pd].O1CCOCC1. The product is [Br:8][C:6]1[CH:7]=[C:2]([NH:11][C:12]2[CH:17]=[CH:16][CH:15]=[CH:14][N:13]=2)[C:3](=[O:10])[N:4]([CH3:9])[CH:5]=1. The yield is 0.420. (3) The reactants are Cl[S:2]([C:5]1[CH:6]=[C:7]2[C:11](=[CH:12][CH:13]=1)[NH:10][C:9](=[O:14])[CH2:8]2)(=[O:4])=[O:3].[OH-].[NH4+:16]. The catalyst is C(O)C. The product is [NH2:16][S:2]([C:5]1[CH:6]=[C:7]2[C:11](=[CH:12][CH:13]=1)[NH:10][C:9](=[O:14])[CH2:8]2)(=[O:4])=[O:3]. The yield is 0.200. (4) The reactants are [CH3:1][C:2]([C@H:4]1[C@@H:8]2[C@@H:9]3[C@@:22]([CH3:25])([CH2:23][CH2:24][C@@:7]2([C:31]([OH:33])=[O:32])[CH2:6][CH2:5]1)[C@@:21]1([CH3:26])[C@@H:12]([C@:13]2([CH3:30])[C@@H:18]([CH2:19][CH2:20]1)[C:17]([CH3:28])([CH3:27])[C@@H:16]([OH:29])[CH2:15][CH2:14]2)[CH2:11][CH2:10]3)=[CH2:3].C(=O)([O-])[O-].[K+].[K+].[CH2:40](Br)[C:41]1[CH:46]=[CH:45][CH:44]=[CH:43][CH:42]=1. The catalyst is CN(C=O)C. The product is [OH:29][C@H:16]1[CH2:15][CH2:14][C@@:13]2([CH3:30])[C@@H:18]([CH2:19][CH2:20][C@:21]3([CH3:26])[C@@H:12]2[CH2:11][CH2:10][C@H:9]2[C@@:22]3([CH3:25])[CH2:23][CH2:24][C@@:7]3([C:31]([O:33][CH2:40][C:41]4[CH:46]=[CH:45][CH:44]=[CH:43][CH:42]=4)=[O:32])[CH2:6][CH2:5][C@@H:4]([C:2]([CH3:1])=[CH2:3])[C@@H:8]32)[C:17]1([CH3:27])[CH3:28]. The yield is 0.970. (5) The product is [CH3:1][O:2][C:3](=[O:18])[CH2:4][C@H:5]([N:8]1[C:9](=[O:10])[C:11]2[N:12]=[CH:13][CH:14]=[CH:15][C:16]=2[NH:17][C:20]1=[O:21])[CH2:6][CH3:7]. The yield is 0.990. The reactants are [CH3:1][O:2][C:3](=[O:18])[CH2:4][C@H:5]([NH:8][C:9]([C:11]1[C:16]([NH2:17])=[CH:15][CH:14]=[CH:13][N:12]=1)=[O:10])[CH2:6][CH3:7].Cl[C:20](OC(Cl)(Cl)Cl)=[O:21]. The catalyst is O1CCCC1.C(=O)(O)[O-].[Na+].